This data is from Full USPTO retrosynthesis dataset with 1.9M reactions from patents (1976-2016). The task is: Predict the reactants needed to synthesize the given product. (1) Given the product [Cl:16][C:17]1[CH:22]=[CH:21][C:20]([S:23]([NH:1][C@@H:2]2[CH2:6][CH2:5][CH2:4][C@H:3]2[CH2:7][OH:8])(=[O:25])=[O:24])=[CH:19][CH:18]=1, predict the reactants needed to synthesize it. The reactants are: [NH2:1][C@@H:2]1[CH2:6][CH2:5][CH2:4][C@H:3]1[CH2:7][OH:8].C(N(CC)CC)C.[Cl:16][C:17]1[CH:22]=[CH:21][C:20]([S:23](Cl)(=[O:25])=[O:24])=[CH:19][CH:18]=1.C(OCC)(=O)C. (2) Given the product [F:42][C:31]1[CH:30]=[C:29]([NH:28][C:2]2[N:7]=[C:6]3[N:8]([CH:11]4[CH2:16][CH2:15][CH2:14][CH2:13][O:12]4)[N:9]=[CH:10][C:5]3=[C:4]([C:17]3[CH:18]=[C:19]([NH:23][C:24](=[O:27])[CH:25]=[CH2:26])[CH:20]=[CH:21][CH:22]=3)[N:3]=2)[CH:34]=[C:33]([OH:35])[C:32]=1[N:36]1[CH2:37][CH2:38][O:39][CH2:40][CH2:41]1, predict the reactants needed to synthesize it. The reactants are: Cl[C:2]1[N:7]=[C:6]2[N:8]([CH:11]3[CH2:16][CH2:15][CH2:14][CH2:13][O:12]3)[N:9]=[CH:10][C:5]2=[C:4]([C:17]2[CH:18]=[C:19]([NH:23][C:24](=[O:27])[CH:25]=[CH2:26])[CH:20]=[CH:21][CH:22]=2)[N:3]=1.[NH2:28][C:29]1[CH:30]=[C:31]([F:42])[C:32]([N:36]2[CH2:41][CH2:40][O:39][CH2:38][CH2:37]2)=[C:33]([OH:35])[CH:34]=1. (3) Given the product [CH2:4]([C:7]1[CH:12]=[CH:11][CH:10]=[CH:9][C:8]=1[CH:13]=[O:16])[CH:3]=[CH2:2], predict the reactants needed to synthesize it. The reactants are: [Li][CH2:2][CH2:3][CH2:4]C.Br[C:7]1[CH:12]=[CH:11][CH:10]=[CH:9][C:8]=1[CH:13]([O:16]C)OC.[Mg+2].[Br-].[Br-].C(Br)C=C.Cl. (4) Given the product [CH3:18][O:19][C:20]1[CH:21]=[CH:22][C:23]([CH2:24][S:25][C:26]2[C:27](=[CH:31][CH:32]=[CH:33][CH:34]=2)[C:28]([N:45]2[CH2:46][CH2:47][N:42]([CH3:41])[CH2:43][CH2:44]2)=[O:30])=[CH:35][CH:36]=1, predict the reactants needed to synthesize it. The reactants are: C(SC1C(=CC=CC=1)C(Cl)=O)C1C=CC=CC=1.[CH3:18][O:19][C:20]1[CH:36]=[CH:35][C:23]([CH2:24][S:25][C:26]2[C:27](=[CH:31][CH:32]=[CH:33][CH:34]=2)[C:28]([OH:30])=O)=[CH:22][CH:21]=1.O=S(Cl)Cl.[CH3:41][N:42]1[CH2:47][CH2:46][NH:45][CH2:44][CH2:43]1. (5) Given the product [OH:17][C:18]1[CH:19]=[C:20]([NH:21][S:13]([C:5]2[CH:4]=[C:3]([O:2][CH3:1])[C:8]([O:9][CH3:10])=[C:7]([O:11][CH3:12])[CH:6]=2)(=[O:15])=[O:14])[CH:22]=[CH:23][C:24]=1[O:25][CH3:26], predict the reactants needed to synthesize it. The reactants are: [CH3:1][O:2][C:3]1[CH:4]=[C:5]([S:13](Cl)(=[O:15])=[O:14])[CH:6]=[C:7]([O:11][CH3:12])[C:8]=1[O:9][CH3:10].[OH:17][C:18]1[CH:19]=[C:20]([CH:22]=[CH:23][C:24]=1[O:25][CH3:26])[NH2:21]. (6) Given the product [Cl:1][C:2]1[CH:7]=[CH:6][C:5]([C@@:8]23[O:9][C@@:10]([CH2:19][OH:20])([CH2:17][O:18]2)[C@@H:11]([OH:16])[C@H:12]([OH:15])[C@H:13]3[OH:14])=[CH:4][C:3]=1[CH2:23][C:24]1[CH:25]=[CH:26][C:27]([OH:30])=[CH:28][CH:29]=1, predict the reactants needed to synthesize it. The reactants are: [Cl:1][C:2]1[CH:7]=[CH:6][C:5]([C@@:8]2(OC)[C@H:13]([OH:14])[C@@H:12]([OH:15])[C@H:11]([OH:16])[C:10]([CH2:19][OH:20])([CH2:17][OH:18])[O:9]2)=[CH:4][C:3]=1[CH2:23][C:24]1[CH:29]=[CH:28][C:27]([OH:30])=[CH:26][CH:25]=1.CC1CCCO1.C1(C)C(S(O)(=O)=O)=CC=CC=1.